This data is from Catalyst prediction with 721,799 reactions and 888 catalyst types from USPTO. The task is: Predict which catalyst facilitates the given reaction. (1) Reactant: [CH3:1][O:2][C:3]1[CH:4]=[C:5]2[C:10](=[CH:11][C:12]=1[O:13][CH3:14])[N:9]=[CH:8][CH:7]=[C:6]2[O:15][C:16]1[CH:22]=[CH:21][C:19]([NH2:20])=[CH:18][CH:17]=1.Cl[C:24](Cl)([O:26]C(=O)OC(Cl)(Cl)Cl)Cl.[CH3:35][CH2:36][CH2:37][CH:38]([OH:42])[CH2:39][CH2:40][CH3:41].C(=O)(O)[O-].[Na+]. Product: [CH3:1][O:2][C:3]1[CH:4]=[C:5]2[C:10](=[CH:11][C:12]=1[O:13][CH3:14])[N:9]=[CH:8][CH:7]=[C:6]2[O:15][C:16]1[CH:22]=[CH:21][C:19]([NH:20][C:24](=[O:26])[O:42][CH:38]([CH2:39][CH2:40][CH3:41])[CH2:37][CH2:36][CH3:35])=[CH:18][CH:17]=1. The catalyst class is: 208. (2) Reactant: [N+](C1C=CC([O:10][C:11]([N:13]2[C:21]3[C:16](=[CH:17][C:18]([NH:25][C:26](=[O:35])[C:27]4[CH:32]=[CH:31][C:30]([O:33][CH3:34])=[CH:29][CH:28]=4)=[C:19]([N+:22]([O-:24])=[O:23])[CH:20]=3)[C:15]([CH3:37])([CH3:36])[C:14]2=[O:38])=O)=CC=1)([O-])=O.[CH2:39]([NH2:46])[C:40]1[CH:45]=[CH:44][CH:43]=[CH:42][CH:41]=1. Product: [CH2:39]([NH:46][C:11]([N:13]1[C:21]2[C:16](=[CH:17][C:18]([NH:25][C:26](=[O:35])[C:27]3[CH:32]=[CH:31][C:30]([O:33][CH3:34])=[CH:29][CH:28]=3)=[C:19]([N+:22]([O-:24])=[O:23])[CH:20]=2)[C:15]([CH3:36])([CH3:37])[C:14]1=[O:38])=[O:10])[C:40]1[CH:45]=[CH:44][CH:43]=[CH:42][CH:41]=1. The catalyst class is: 2.